From a dataset of Peptide-MHC class I binding affinity with 185,985 pairs from IEDB/IMGT. Regression. Given a peptide amino acid sequence and an MHC pseudo amino acid sequence, predict their binding affinity value. This is MHC class I binding data. (1) The peptide sequence is VVEAYHLL. The MHC is H-2-Kb with pseudo-sequence H-2-Kb. The binding affinity (normalized) is 0.149. (2) The peptide sequence is GFRKIPMGVGL. The MHC is Patr-A0901 with pseudo-sequence Patr-A0901. The binding affinity (normalized) is 0.274. (3) The peptide sequence is KMFCQLAKT. The MHC is HLA-A68:02 with pseudo-sequence HLA-A68:02. The binding affinity (normalized) is 0.149. (4) The MHC is HLA-B38:01 with pseudo-sequence HLA-B38:01. The peptide sequence is HSNLNDATY. The binding affinity (normalized) is 0.0847. (5) The peptide sequence is LANPTADDF. The MHC is HLA-B27:03 with pseudo-sequence HLA-B27:03. The binding affinity (normalized) is 0.0847. (6) The peptide sequence is ILLLCLIFLL. The MHC is HLA-A29:02 with pseudo-sequence HLA-A29:02. The binding affinity (normalized) is 0.309. (7) The peptide sequence is YMYRVWSPL. The MHC is BoLA-D18.4 with pseudo-sequence BoLA-D18.4. The binding affinity (normalized) is 0.898. (8) The peptide sequence is SKLRALLTL. The MHC is HLA-A68:02 with pseudo-sequence HLA-A68:02. The binding affinity (normalized) is 0.0847. (9) The MHC is HLA-B07:02 with pseudo-sequence HLA-B07:02. The peptide sequence is FPQPQLPY. The binding affinity (normalized) is 0.117. (10) The peptide sequence is ILAAELKCF. The MHC is HLA-A32:01 with pseudo-sequence HLA-A32:01. The binding affinity (normalized) is 0.194.